This data is from Forward reaction prediction with 1.9M reactions from USPTO patents (1976-2016). The task is: Predict the product of the given reaction. (1) Given the reactants Br[C:2]1[C:3]2[N:4]([N:8]=[C:9]([NH:11][C:12]3[CH:28]=[CH:27][C:15]([C:16]([N:18]([CH3:26])[CH:19]4[CH2:24][CH2:23][N:22]([CH3:25])[CH2:21][CH2:20]4)=[O:17])=[CH:14][CH:13]=3)[N:10]=2)[CH:5]=[CH:6][CH:7]=1.[Cl:29][C:30]1[CH:35]=[CH:34][C:33]([C:36]2([CH2:42][CH:43]([F:45])[F:44])[CH2:41][CH2:40][NH:39][CH2:38][CH2:37]2)=[CH:32][CH:31]=1, predict the reaction product. The product is: [Cl:29][C:30]1[CH:35]=[CH:34][C:33]([C:36]2([CH2:42][CH:43]([F:45])[F:44])[CH2:37][CH2:38][N:39]([C:2]3[C:3]4[N:4]([N:8]=[C:9]([NH:11][C:12]5[CH:28]=[CH:27][C:15]([C:16]([N:18]([CH3:26])[CH:19]6[CH2:24][CH2:23][N:22]([CH3:25])[CH2:21][CH2:20]6)=[O:17])=[CH:14][CH:13]=5)[N:10]=4)[CH:5]=[CH:6][CH:7]=3)[CH2:40][CH2:41]2)=[CH:32][CH:31]=1. (2) Given the reactants [NH:1]1[CH2:6][CH:5]=[C:4]([C:7]2[CH:8]=[C:9]([NH:13][C:14](=[O:16])[CH3:15])[CH:10]=[CH:11][CH:12]=2)[CH2:3][CH2:2]1.Cl.Br[CH2:19][CH2:20][CH2:21][NH:22][C:23](=[O:29])[O:24][C:25]([CH3:28])([CH3:27])[CH3:26].C(=O)([O-])[O-].[K+].[K+], predict the reaction product. The product is: [C:14]([NH:13][C:9]1[CH:8]=[C:7]([C:4]2[CH2:5][CH2:6][N:1]([CH2:19][CH2:20][CH2:21][NH:22][C:23](=[O:29])[O:24][C:25]([CH3:28])([CH3:27])[CH3:26])[CH2:2][CH:3]=2)[CH:12]=[CH:11][CH:10]=1)(=[O:16])[CH3:15]. (3) Given the reactants [Mn]([O-])(=O)(=O)=O.[K+].[Br:7][C:8]1[CH:9]=C(C)[CH:11]=[CH:12][C:13]=1[Br:14].[C:16]([OH:19])(=[O:18])[CH3:17], predict the reaction product. The product is: [Br:7][C:8]1[CH:9]=[C:17]([CH:11]=[CH:12][C:13]=1[Br:14])[C:16]([OH:19])=[O:18]. (4) Given the reactants [CH:1]1[C:14]2[S:13][C:12]3[C:7](=[CH:8][CH:9]=[CH:10][CH:11]=3)[O:6][C:5]=2[CH:4]=[CH:3][CH:2]=1.[OH:15]O.O, predict the reaction product. The product is: [CH:1]1[C:14]2[S:13](=[O:15])[C:12]3[C:7](=[CH:8][CH:9]=[CH:10][CH:11]=3)[O:6][C:5]=2[CH:4]=[CH:3][CH:2]=1. (5) Given the reactants [NH2:1][C@H:2]([C:11]1[CH:16]=[CH:15][CH:14]=[CH:13][CH:12]=1)[CH2:3][C:4]([O:6][C:7](C)(C)C)=[O:5].C(=O)([O-])[O-].[Na+].[Na+], predict the reaction product. The product is: [NH2:1][C@H:2]([C:11]1[CH:16]=[CH:15][CH:14]=[CH:13][CH:12]=1)[CH2:3][C:4]([O:6][CH3:7])=[O:5].